From a dataset of Reaction yield outcomes from USPTO patents with 853,638 reactions. Predict the reaction yield, written as a fraction of the theoretical maximum amount of product (1.0 means a 100% yield; for example, 0.34 means a 34% yield). (1) The reactants are [OH-].C([N+](CCCC)(CCCC)CCCC)CCC.C[Si]([C:23]#[C:24][C:25]1[CH:26]=[C:27]([C:31]2[CH:36]=[CH:35][CH:34]=[CH:33][N:32]=2)[CH:28]=[CH:29][CH:30]=1)(C)C.ClCCl.O. The catalyst is O1CCCC1. The product is [C:24]([C:25]1[CH:26]=[C:27]([C:31]2[CH:36]=[CH:35][CH:34]=[CH:33][N:32]=2)[CH:28]=[CH:29][CH:30]=1)#[CH:23]. The yield is 0.990. (2) The reactants are [C:1]([O:5][C:6](=[O:33])[NH:7][C:8]1[CH:13]=[CH:12][CH:11]=[C:10]([O:14][C:15]2[CH:20]=[C:19]([F:21])[CH:18]=[C:17]([NH:22][C:23]3[CH:28]=[CH:27][C:26]([I:29])=[CH:25][C:24]=3[F:30])[C:16]=2[C:31]#[N:32])[CH:9]=1)([CH3:4])([CH3:3])[CH3:2].[OH-].[Na+].OO.C(OCC)(=[O:40])C. The catalyst is CS(C)=O. The product is [C:1]([O:5][C:6](=[O:33])[NH:7][C:8]1[CH:13]=[CH:12][CH:11]=[C:10]([O:14][C:15]2[CH:20]=[C:19]([F:21])[CH:18]=[C:17]([NH:22][C:23]3[CH:28]=[CH:27][C:26]([I:29])=[CH:25][C:24]=3[F:30])[C:16]=2[C:31](=[O:40])[NH2:32])[CH:9]=1)([CH3:4])([CH3:2])[CH3:3]. The yield is 0.420. (3) The reactants are [C:1]([O:6][CH2:7][CH3:8])(=[O:5])[C@H:2]([CH3:4])[OH:3].N1C=CN=C1.[CH3:14][C:15]([Si:18](Cl)([CH3:20])[CH3:19])([CH3:17])[CH3:16]. The catalyst is C(Cl)Cl.O. The product is [CH2:7]([O:6][C:1](=[O:5])[C@@H:2]([O:3][Si:18]([C:15]([CH3:17])([CH3:16])[CH3:14])([CH3:20])[CH3:19])[CH3:4])[CH3:8]. The yield is 1.00. (4) The catalyst is ClCCl. The reactants are [C:1]([O:5][C:6]([NH:8][CH2:9][CH2:10][CH2:11][CH2:12][CH2:13][NH2:14])=[O:7])([CH3:4])([CH3:3])[CH3:2].C(N(CC)CC)C.[Cl:22][CH2:23][CH2:24][S:25](Cl)(=[O:27])=[O:26]. The yield is 1.00. The product is [C:1]([O:5][C:6]([NH:8][CH2:9][CH2:10][CH2:11][CH2:12][CH2:13][NH:14][S:25]([CH2:24][CH2:23][Cl:22])(=[O:27])=[O:26])=[O:7])([CH3:4])([CH3:3])[CH3:2]. (5) The reactants are [CH3:1][C:2]1[N:3]=[C:4]([NH:7][C:8]2[N:13]=[CH:12][C:11]([S:14][C:15]3[CH:16]=[C:17]([OH:21])[CH:18]=[CH:19][CH:20]=3)=[CH:10][C:9]=2[O:22][C:23]2[CH:28]=[CH:27][CH:26]=[CH:25][CH:24]=2)[S:5][CH:6]=1.C(=O)([O-])[O-].[K+].[K+].Cl.Cl[CH2:37][CH2:38][N:39]1[CH2:44][CH2:43][CH2:42][CH2:41][CH2:40]1.CN(C=O)C. The catalyst is O. The product is [CH3:1][C:2]1[N:3]=[C:4]([NH:7][C:8]2[C:9]([O:22][C:23]3[CH:28]=[CH:27][CH:26]=[CH:25][CH:24]=3)=[CH:10][C:11]([S:14][C:15]3[CH:20]=[CH:19][CH:18]=[C:17]([O:21][CH2:37][CH2:38][N:39]4[CH2:44][CH2:43][CH2:42][CH2:41][CH2:40]4)[CH:16]=3)=[CH:12][N:13]=2)[S:5][CH:6]=1. The yield is 0.384. (6) The reactants are [CH2:1]([O:3][C:4]([C:6]1([C:9]2[CH:14]=[CH:13][C:12]([C:15]3[CH:20]=[CH:19][C:18]([C:21]4[S:22][C:23]([Cl:29])=[CH:24][C:25]=4C(=O)N)=[CH:17][C:16]=3[O:30][CH3:31])=[CH:11][CH:10]=2)[CH2:8][CH2:7]1)=[O:5])[CH3:2].[S:32]1[CH:36]=[CH:35][CH:34]=[C:33]1[C@H:37]([OH:39])[CH3:38].[N:40]1[CH:45]=CC=CC=1.FC(F)(F)C(OI(C1C=CC=CC=1)OC(=O)C(F)(F)F)=[O:49]. The catalyst is C1(C)C=CC=CC=1. The product is [CH2:1]([O:3][C:4]([C:6]1([C:9]2[CH:10]=[CH:11][C:12]([C:15]3[CH:20]=[CH:19][C:18]([C:21]4[S:22][C:23]([Cl:29])=[CH:24][C:25]=4[NH:40][C:45]([O:39][C@@H:37]([C:33]4[S:32][CH:36]=[CH:35][CH:34]=4)[CH3:38])=[O:49])=[CH:17][C:16]=3[O:30][CH3:31])=[CH:13][CH:14]=2)[CH2:8][CH2:7]1)=[O:5])[CH3:2]. The yield is 0.690. (7) The reactants are N1C(Cl)=NC(Cl)=NC=1[Cl:3].CN(C)C=O.[Br:15][C:16]1[C:17]([O:27][CH3:28])=[C:18]([CH:24](O)[CH3:25])[CH:19]=[C:20]([Cl:23])[C:21]=1[CH3:22]. The catalyst is C(Cl)Cl. The product is [Br:15][C:16]1[C:21]([CH3:22])=[C:20]([Cl:23])[CH:19]=[C:18]([CH:24]([Cl:3])[CH3:25])[C:17]=1[O:27][CH3:28]. The yield is 0.600. (8) The reactants are Br[C:2]1[CH:7]=[CH:6][C:5]([OH:8])=[CH:4][CH:3]=1.[F:9][C:10]1[C:15]2[CH:16]=[CH:17][O:18][C:14]=2[C:13](B(O)O)=[CH:12][CH:11]=1.C(=O)([O-])[O-].[Na+].[Na+].C([O-])(=O)C.[NH4+]. The catalyst is CO.C1C=CC(P(C2C=CC=CC=2)[C-]2C=CC=C2)=CC=1.C1C=CC(P(C2C=CC=CC=2)[C-]2C=CC=C2)=CC=1.Cl[Pd]Cl.[Fe+2].[C].[Pd].O.O1CCOCC1. The product is [F:9][C:10]1[C:15]2[CH2:16][CH2:17][O:18][C:14]=2[C:13]([C:2]2[CH:7]=[CH:6][C:5]([OH:8])=[CH:4][CH:3]=2)=[CH:12][CH:11]=1. The yield is 0.110. (9) The reactants are [F:1][C:2]1[CH:3]=[C:4](B(O)O)[CH:5]=[CH:6][C:7]=1[O:8][C:9]([F:12])([F:11])[F:10].[Cl:16][C:17]1[CH:22]=[C:21](Cl)[N:20]=[CH:19][N:18]=1.C(=O)([O-])[O-].[K+].[K+].O1CCOCC1. The catalyst is O.C1C=CC(P(C2C=CC=CC=2)[C-]2C=CC=C2)=CC=1.C1C=CC(P(C2C=CC=CC=2)[C-]2C=CC=C2)=CC=1.Cl[Pd]Cl.[Fe+2]. The product is [Cl:16][C:17]1[CH:22]=[C:21]([C:4]2[CH:5]=[CH:6][C:7]([O:8][C:9]([F:12])([F:11])[F:10])=[C:2]([F:1])[CH:3]=2)[N:20]=[CH:19][N:18]=1. The yield is 0.230. (10) The reactants are Cl[C:2]1[C:11]2[C:6](=[CH:7][CH:8]=[C:9]([O:12][CH3:13])[N:10]=2)[N:5]=[CH:4][C:3]=1[C:14]#[N:15].C(=O)([O-])[O-].[K+].[K+].[CH2:22](OCC)[CH3:23]. The catalyst is COCCOC.O. The product is [CH:22]([C:2]1[C:11]2[C:6](=[CH:7][CH:8]=[C:9]([O:12][CH3:13])[N:10]=2)[N:5]=[CH:4][C:3]=1[C:14]#[N:15])=[CH2:23]. The yield is 0.650.